This data is from Full USPTO retrosynthesis dataset with 1.9M reactions from patents (1976-2016). The task is: Predict the reactants needed to synthesize the given product. (1) Given the product [CH3:16][O:17][C:18]1[CH:23]=[C:22]([CH2:24][CH2:25][C:26](=[O:27])[NH:28][CH2:29][CH2:30][CH3:31])[CH:21]=[CH:20][C:19]=1[C:34]1[CH:35]=[CH:36][C:37]([C:40]([NH:42][S:43]([C:46]2[CH:51]=[CH:50][C:49]([NH:52][C@@H:53]([CH2:60][S:61][C:62]3[CH:63]=[CH:64][CH:65]=[CH:66][CH:67]=3)[CH2:54][C:55]([N:57]([CH3:59])[CH3:58])=[O:56])=[C:48]([N+:68]([O-:70])=[O:69])[CH:47]=2)(=[O:45])=[O:44])=[O:41])=[CH:38][CH:39]=1, predict the reactants needed to synthesize it. The reactants are: C(N)C(C)(C)C.C(N(CC)C(C)C)(C)C.[CH3:16][O:17][C:18]1[CH:23]=[C:22]([CH2:24][CH2:25][C:26]([NH:28][CH2:29][C:30](C)(C)[CH3:31])=[O:27])[CH:21]=[CH:20][C:19]=1[C:34]1[CH:39]=[CH:38][C:37]([C:40]([NH:42][S:43]([C:46]2[CH:51]=[CH:50][C:49]([NH:52][C@@H:53]([CH2:60][S:61][C:62]3[CH:67]=[CH:66][CH:65]=[CH:64][CH:63]=3)[CH2:54][C:55]([N:57]([CH3:59])[CH3:58])=[O:56])=[C:48]([N+:68]([O-:70])=[O:69])[CH:47]=2)(=[O:45])=[O:44])=[O:41])=[CH:36][CH:35]=1. (2) Given the product [NH2:1][C:2]1[N:7]=[C:6]([S:14][CH2:15][CH2:16][C:17]2[CH:22]=[CH:21][CH:20]=[CH:19][N:18]=2)[C:5]([C:9]#[N:10])=[C:4]([S:11][CH2:13][CH2:25][C:26]2[CH:24]=[CH:23][CH:33]=[CH:32][N:31]=2)[N:3]=1, predict the reactants needed to synthesize it. The reactants are: [NH2:1][C:2]1[N:7]=[C:6](Cl)[C:5]([C:9]#[N:10])=[C:4]([S:11]([CH3:13])=O)[N:3]=1.[SH:14][CH2:15][CH2:16][C:17]1[CH:22]=[CH:21][CH:20]=[CH:19][N:18]=1.[CH2:23]1[CH2:33][CH2:32][N:31]2[C:26](=NCCC2)[CH2:25][CH2:24]1.O. (3) The reactants are: [CH2:1]([N:3]([CH2:16][CH3:17])[C:4](=[O:15])[C:5]1[CH:10]=[CH:9][C:8](F)=[C:7]([N+:12]([O-:14])=[O:13])[CH:6]=1)[CH3:2].[CH3:18][N:19]([CH3:24])[CH2:20][CH:21]([NH2:23])[CH3:22].CCN(C(C)C)C(C)C. Given the product [CH3:18][N:19]([CH3:24])[CH2:20][CH:21]([NH:23][C:8]1[CH:9]=[CH:10][C:5]([C:4]([N:3]([CH2:16][CH3:17])[CH2:1][CH3:2])=[O:15])=[CH:6][C:7]=1[N+:12]([O-:14])=[O:13])[CH3:22], predict the reactants needed to synthesize it. (4) Given the product [F:23][C:24]1[CH:25]=[CH:26][C:27]([CH2:30][O:31][C:32]2[CH:37]=[CH:36][N:35]([C:2]3[CH:3]=[CH:4][C:5]4[O:22][C:9]5[CH2:10][CH2:11][N:12]([C:15]([O:17][C:18]([CH3:21])([CH3:20])[CH3:19])=[O:16])[CH2:13][CH2:14][C:8]=5[C:6]=4[CH:7]=3)[C:34](=[O:38])[CH:33]=2)=[N:28][CH:29]=1, predict the reactants needed to synthesize it. The reactants are: Br[C:2]1[CH:3]=[CH:4][C:5]2[O:22][C:9]3[CH2:10][CH2:11][N:12]([C:15]([O:17][C:18]([CH3:21])([CH3:20])[CH3:19])=[O:16])[CH2:13][CH2:14][C:8]=3[C:6]=2[CH:7]=1.[F:23][C:24]1[CH:25]=[CH:26][C:27]([CH2:30][O:31][C:32]2[CH:37]=[CH:36][NH:35][C:34](=[O:38])[CH:33]=2)=[N:28][CH:29]=1.